From a dataset of Forward reaction prediction with 1.9M reactions from USPTO patents (1976-2016). Predict the product of the given reaction. Given the reactants C1(C(=NC2N=C(CC(O)=O)C=CC=2)C2C=CC=CC=2)C=CC=CC=1.[NH2:25][C:26]1[N:31]=[C:30]([CH2:32][C:33]([O:35][CH3:36])=[O:34])[CH:29]=[CH:28][CH:27]=1.Cl, predict the reaction product. The product is: [NH2:25][C:26]1[N:31]=[C:30]([CH2:32][C:33]([O:35][CH3:36])=[O:34])[CH:29]=[CH:28][CH:27]=1.